From a dataset of Forward reaction prediction with 1.9M reactions from USPTO patents (1976-2016). Predict the product of the given reaction. (1) Given the reactants [N+:1]([CH:4]([CH3:6])C)([O-:3])=[O:2].[CH2:7]1CCN2C(=NCCC2)CC1.[CH:18](=[O:22])/[CH:19]=[CH:20]/[CH3:21].[CH3:23][CH2:24][CH2:25][N+:26]([O-:28])=[O:27], predict the reaction product. The product is: [CH3:21][CH:20]([CH:4]([N+:1]([O-:3])=[O:2])[CH2:6][CH3:7])[CH2:19][CH:18]([OH:22])[CH:25]([N+:26]([O-:28])=[O:27])[CH2:24][CH3:23]. (2) Given the reactants [F:1][C:2]1[CH:9]=[CH:8][CH:7]=[C:6]([F:10])[C:3]=1[CH:4]=O.[NH2:11][C:12]1[CH:13]=[C:14]2[C:18]3=[C:19]([CH2:21][S:22][CH2:23][CH2:24][N:17]3[C@H:16]3[CH2:25][CH2:26][N:27](C(OC(C)(C)C)=O)[CH2:28][C@@H:15]23)[CH:20]=1, predict the reaction product. The product is: [F:1][C:2]1[CH:9]=[CH:8][CH:7]=[C:6]([F:10])[C:3]=1[CH2:4][NH:11][C:12]1[CH:13]=[C:14]2[C:18]3=[C:19]([CH2:21][S:22][CH2:23][CH2:24][N:17]3[C@H:16]3[CH2:25][CH2:26][NH:27][CH2:28][C@@H:15]23)[CH:20]=1. (3) Given the reactants CC(C)([O-])C.[K+].[C:7]([C:11]1[O:12][CH:13]=[C:14]([CH2:16][C:17]#[N:18])[N:15]=1)([CH3:10])([CH3:9])[CH3:8].[Cl:19][C:20]1[C:24]([C:25](Cl)=[O:26])=[C:23]([Cl:28])[N:22]([CH3:29])[N:21]=1, predict the reaction product. The product is: [C:7]([C:11]1[O:12][CH:13]=[C:14]([C:16](=[C:25]([C:24]2[C:20]([Cl:19])=[N:21][N:22]([CH3:29])[C:23]=2[Cl:28])[OH:26])[C:17]#[N:18])[N:15]=1)([CH3:10])([CH3:8])[CH3:9]. (4) Given the reactants [NH2:1][C:2]1[CH:3]=[C:4]([NH:9][C:10](=O)C)[CH:5]=[CH:6][C:7]=1[CH3:8].[Cl:13]C1[N:19]=[C:18]([C:20]2[CH:21]=[N:22][CH:23]=[CH:24][CH:25]=2)[CH:17]=[CH:16][N:15]=1.Cl, predict the reaction product. The product is: [ClH:13].[CH3:8][C:7]1[C:2]([NH2:1])=[CH:3][C:4]([NH:9][C:10]2[N:19]=[C:18]([C:20]3[CH:21]=[N:22][CH:23]=[CH:24][CH:25]=3)[CH:17]=[CH:16][N:15]=2)=[CH:5][CH:6]=1.